Dataset: Reaction yield outcomes from USPTO patents with 853,638 reactions. Task: Predict the reaction yield, written as a fraction of the theoretical maximum amount of product (1.0 means a 100% yield; for example, 0.34 means a 34% yield). (1) The reactants are [CH3:1][O:2][CH:3]([O:6][CH3:7])[CH2:4][NH2:5].[Li]CCCC.Cl[Si:14]([CH3:17])([CH3:16])[CH3:15].[Cl-].[Li+]. The catalyst is O1CCCC1. The product is [N:5]([CH2:4][CH:3]([O:6][CH3:7])[O:2][CH3:1])([Si:14]([CH3:17])([CH3:16])[CH3:15])[Si:14]([CH3:17])([CH3:16])[CH3:15]. The yield is 0.640. (2) The reactants are [CH2:1]([C:3]1[CH:8]=[C:7]([CH3:9])[NH:6][C:5](=[O:10])[C:4]=1[C:11]#[N:12])[CH3:2].N. The catalyst is [Ni].CO. The product is [NH2:12][CH2:11][C:4]1[C:5](=[O:10])[NH:6][C:7]([CH3:9])=[CH:8][C:3]=1[CH2:1][CH3:2]. The yield is 0.540. (3) The reactants are [CH2:1]([N:5]([CH2:23][CH2:24]C1C=CC=CC=1)[C:6]([CH:8]1[CH2:10][N:9]1[CH:11]([C:13]1[C:22]2[C:17](=[CH:18][CH:19]=[CH:20][CH:21]=2)[CH:16]=[CH:15][CH:14]=1)[CH3:12])=[O:7])[CH2:2][CH:3]=[CH2:4]. The catalyst is ClC1C=CC=CC=1Cl. The yield is 0.330. The product is [C:13]1([CH:11]([N:9]2[CH:8]3[C:6](=[O:7])[N:5]([CH2:23][CH2:24][C:13]4[CH:22]=[CH:17][CH:16]=[CH:15][CH:14]=4)[CH2:1][CH2:2][CH:3]3[CH2:4][CH2:10]2)[CH3:12])[C:22]2[C:17](=[CH:18][CH:19]=[CH:20][CH:21]=2)[CH:16]=[CH:15][CH:14]=1. (4) The reactants are [CH3:1][C:2]1[N:17]([S:18]([C:21]2[CH:26]=[CH:25][CH:24]=[CH:23][CH:22]=2)(=[O:20])=[O:19])[C:5]2=[N:6][CH:7]=[CH:8][C:9]([C:10]3[CH:15]=[CH:14][C:13]([NH2:16])=[CH:12][CH:11]=3)=[C:4]2[CH:3]=1.[CH3:27][S:28](Cl)(=[O:30])=[O:29]. The catalyst is C1COCC1. The product is [CH3:1][C:2]1[N:17]([S:18]([C:21]2[CH:22]=[CH:23][CH:24]=[CH:25][CH:26]=2)(=[O:20])=[O:19])[C:5]2=[N:6][CH:7]=[CH:8][C:9]([C:10]3[CH:11]=[CH:12][C:13]([NH:16][S:28]([CH3:27])(=[O:30])=[O:29])=[CH:14][CH:15]=3)=[C:4]2[CH:3]=1. The yield is 0.880. (5) The reactants are Br[C:2]1[S:3][CH:4]=[C:5]([Br:7])[N:6]=1.[N:8]1([C:14]([O:16][C:17]([CH3:20])([CH3:19])[CH3:18])=[O:15])[CH2:13][CH2:12][NH:11][CH2:10][CH2:9]1.C(N(CC)CC)C.CN(C)C=O. The catalyst is O. The product is [Br:7][C:5]1[N:6]=[C:2]([N:11]2[CH2:10][CH2:9][N:8]([C:14]([O:16][C:17]([CH3:20])([CH3:19])[CH3:18])=[O:15])[CH2:13][CH2:12]2)[S:3][CH:4]=1. The yield is 0.230. (6) The reactants are [C:1]([O:4][CH2:5][C@@:6]([NH:27][C:28](=[O:30])[CH3:29])([CH3:26])[CH2:7][CH2:8][C:9]1[N:10]([CH3:25])[C:11]([C:14]#[C:15][CH2:16][CH2:17][CH2:18][C:19]2[CH:24]=[CH:23][CH:22]=[CH:21][CH:20]=2)=[CH:12][CH:13]=1)(=[O:3])[CH3:2]. The catalyst is CO.[Pd]. The product is [C:1]([O:4][CH2:5][C@@:6]([NH:27][C:28](=[O:30])[CH3:29])([CH3:26])[CH2:7][CH2:8][C:9]1[N:10]([CH3:25])[C:11]([CH2:14][CH2:15][CH2:16][CH2:17][CH2:18][C:19]2[CH:20]=[CH:21][CH:22]=[CH:23][CH:24]=2)=[CH:12][CH:13]=1)(=[O:3])[CH3:2]. The yield is 0.970. (7) The reactants are [CH:1]1([CH2:6][C@H:7]([N:21]2[CH2:25][C:24]([O:26][CH3:27])=[CH:23][C:22]2=[O:28])[C:8]([NH:10][C:11]2[CH:15]=[CH:14][N:13]([CH2:16][C:17]([OH:20])([CH3:19])[CH3:18])[N:12]=2)=[O:9])[CH2:5][CH2:4][CH2:3][CH2:2]1.Cl.C(O)[C:31]1[CH:36]=[CH:35][CH:34]=[CH:33][CH:32]=1.O.C1(C)C=CC(S(O)(=O)=O)=CC=1.O.O.O.O.O.O.[Cl-].[Cs+]. The catalyst is C(O)(=O)C. The product is [CH2:27]([O:26][C:24]1[CH2:25][N:21]([C@@H:7]([CH2:6][CH:1]2[CH2:5][CH2:4][CH2:3][CH2:2]2)[C:8]([NH:10][C:11]2[CH:15]=[CH:14][N:13]([CH2:16][C:17]([OH:20])([CH3:18])[CH3:19])[N:12]=2)=[O:9])[C:22](=[O:28])[CH:23]=1)[C:31]1[CH:36]=[CH:35][CH:34]=[CH:33][CH:32]=1. The yield is 0.0500. (8) The reactants are [N:1]1([CH2:8][CH2:9][O:10][C:11]2[CH:38]=[CH:37][C:14]([C:15]([C:17]3[C:26]4[C:21](=[CH:22][C:23]([O:27][CH3:28])=[CH:24][CH:25]=4)[CH:20]=[CH:19][C:18]=3OS(C(F)(F)F)(=O)=O)=[O:16])=[CH:13][CH:12]=2)[CH2:7][CH2:6][CH2:5][CH2:4][CH2:3][CH2:2]1.[F:39][C:40]1[CH:45]=[C:44]([F:46])[CH:43]=[CH:42][C:41]=1B(O)O.N1(CCOC2C=CC(C=O)=CC=2)CCCCC1. No catalyst specified. The product is [N:1]1([CH2:8][CH2:9][O:10][C:11]2[CH:12]=[CH:13][C:14]([C:15]([C:17]3[C:26]4[C:21](=[CH:22][C:23]([O:27][CH3:28])=[CH:24][CH:25]=4)[CH:20]=[CH:19][C:18]=3[C:41]3[CH:42]=[CH:43][C:44]([F:46])=[CH:45][C:40]=3[F:39])=[O:16])=[CH:37][CH:38]=2)[CH2:7][CH2:6][CH2:5][CH2:4][CH2:3][CH2:2]1. The yield is 0.850. (9) The reactants are [N+:1]([C:4]1[CH:5]=[CH:6][C:7]2[O:12][CH2:11][C@H:10]([CH2:13][OH:14])[O:9][C:8]=2[CH:15]=1)([O-:3])=[O:2].[C:16]1([CH3:26])[CH:21]=[CH:20][C:19]([S:22](Cl)(=[O:24])=[O:23])=[CH:18][CH:17]=1.O. The product is [CH3:26][C:16]1[CH:21]=[CH:20][C:19]([S:22]([O:14][CH2:13][C@@H:10]2[O:9][C:8]3[CH:15]=[C:4]([N+:1]([O-:3])=[O:2])[CH:5]=[CH:6][C:7]=3[O:12][CH2:11]2)(=[O:24])=[O:23])=[CH:18][CH:17]=1. The catalyst is N1C=CC=CC=1. The yield is 0.980.